Dataset: Full USPTO retrosynthesis dataset with 1.9M reactions from patents (1976-2016). Task: Predict the reactants needed to synthesize the given product. (1) Given the product [F:14][B-:13]([F:1])([F:16])[F:15].[F:1][S:2]([F:12])([F:11])([F:10])([F:9])[C:3]1[CH:8]=[CH:7][C:30]([N+:31]#[N:22])=[CH:29][CH:4]=1, predict the reactants needed to synthesize it. The reactants are: [F:1][S:2]([F:12])([F:11])([F:10])([F:9])[C:3]1[CH:8]=[CH:7]C=C[CH:4]=1.[B:13]([F:16])([F:15])[F:14].CCOCC.[N:22](OC(C)(C)C)=O.[CH3:29][C:30]#[N:31]. (2) Given the product [CH:4]1([CH:7]([C:12]2[CH:17]=[CH:16][CH:15]=[C:14]([CH2:18][O:19][C:20]3[CH:25]=[CH:24][C:23]([C:26]4[CH:31]=[C:30]([O:32][CH3:33])[CH:29]=[CH:28][C:27]=4[F:34])=[C:22]([CH2:35][C:36]([CH3:39])([CH3:38])[CH3:37])[CH:21]=3)[CH:13]=2)[CH2:8][C:9]([O-:11])=[O:10])[CH2:5][CH2:6]1.[Na+:3], predict the reactants needed to synthesize it. The reactants are: C[O-].[Na+:3].[CH:4]1([CH:7]([C:12]2[CH:17]=[CH:16][CH:15]=[C:14]([CH2:18][O:19][C:20]3[CH:25]=[CH:24][C:23]([C:26]4[CH:31]=[C:30]([O:32][CH3:33])[CH:29]=[CH:28][C:27]=4[F:34])=[C:22]([CH2:35][C:36]([CH3:39])([CH3:38])[CH3:37])[CH:21]=3)[CH:13]=2)[CH2:8][C:9]([OH:11])=[O:10])[CH2:6][CH2:5]1.